From a dataset of TCR-epitope binding with 47,182 pairs between 192 epitopes and 23,139 TCRs. Binary Classification. Given a T-cell receptor sequence (or CDR3 region) and an epitope sequence, predict whether binding occurs between them. The epitope is GTSGSPIVNR. The TCR CDR3 sequence is CASRMTEALDNSPLHF. Result: 0 (the TCR does not bind to the epitope).